From a dataset of Reaction yield outcomes from USPTO patents with 853,638 reactions. Predict the reaction yield, written as a fraction of the theoretical maximum amount of product (1.0 means a 100% yield; for example, 0.34 means a 34% yield). (1) The reactants are [C:1]([C:3]1[CH:4]=[C:5]([N+:10]([O-:12])=[O:11])[C:6]([CH3:9])=[N:7][CH:8]=1)#[CH:2].Cl.[CH3:14][NH:15][CH3:16].C([BH3-])#N.[Na+]. The catalyst is CCO. The product is [CH3:14][N:15]([CH3:16])[CH2:2][CH2:1][C:3]1[CH:8]=[N:7][C:6]([CH3:9])=[C:5]([N+:10]([O-:12])=[O:11])[CH:4]=1. The yield is 0.410. (2) The reactants are [Br:1][C:2]1[C:11]2[C:6](=[CH:7][C:8]([C:12]3[N:13]=[C:14]([C:17]4[CH:22]=[CH:21][CH:20]=[CH:19][CH:18]=4)[S:15][CH:16]=3)=[CH:9][CH:10]=2)[CH:5]=[CH:4][C:3]=1[O:23][CH2:24][C:25]#[N:26].[N-:27]=[N+:28]=[N-:29].[Na+].[Cl-].[NH4+]. The catalyst is CN(C=O)C. The product is [Br:1][C:2]1[C:11]2[C:6](=[CH:7][C:8]([C:12]3[N:13]=[C:14]([C:17]4[CH:22]=[CH:21][CH:20]=[CH:19][CH:18]=4)[S:15][CH:16]=3)=[CH:9][CH:10]=2)[CH:5]=[CH:4][C:3]=1[O:23][CH2:24][C:25]1[NH:29][N:28]=[N:27][N:26]=1. The yield is 0.820. (3) The reactants are [Br:1][C@H:2]1[C@H:8]2[C@H:5]([C:6](=[O:9])[O:7]2)[CH2:4][C@H:3]1[NH:10][C:11](=[O:17])[O:12][C:13]([CH3:16])([CH3:15])[CH3:14].[BH4-].[Li+]. The catalyst is C1COCC1. The product is [Br:1][C@H:2]1[C@H:8]([OH:7])[C@H:5]([CH2:6][OH:9])[CH2:4][C@H:3]1[NH:10][C:11](=[O:17])[O:12][C:13]([CH3:15])([CH3:14])[CH3:16]. The yield is 0.990. (4) The reactants are [Cl:1][C:2]1[CH:24]=[C:23]([C:25]([F:28])([F:27])[F:26])[CH:22]=[CH:21][C:3]=1[CH2:4][N:5]1[C:9]([CH2:10][CH2:11][C:12]([O:14]CC)=[O:13])=[CH:8][C:7]([O:17][CH:18]([CH3:20])[CH3:19])=[N:6]1.[OH-].[Na+].Cl. The catalyst is O1CCCC1.C(O)C. The product is [Cl:1][C:2]1[CH:24]=[C:23]([C:25]([F:28])([F:26])[F:27])[CH:22]=[CH:21][C:3]=1[CH2:4][N:5]1[C:9]([CH2:10][CH2:11][C:12]([OH:14])=[O:13])=[CH:8][C:7]([O:17][CH:18]([CH3:20])[CH3:19])=[N:6]1. The yield is 0.770.